Dataset: Forward reaction prediction with 1.9M reactions from USPTO patents (1976-2016). Task: Predict the product of the given reaction. (1) Given the reactants [CH3:1][C:2]1[C:9]([CH3:10])=[C:8]([O:11][CH3:12])[CH:7]=[CH:6][C:3]=1[CH:4]=[O:5].P([O-])(O)(O)=[O:14].[Na+].Cl([O-])=O.[Na+], predict the reaction product. The product is: [CH3:12][O:11][C:8]1[CH:7]=[CH:6][C:3]([C:4]([OH:14])=[O:5])=[C:2]([CH3:1])[C:9]=1[CH3:10]. (2) Given the reactants [Cl:1][C:2]1[CH:7]=[C:6]2[NH:8][C:9](=[O:40])[C:10]3([CH:15]([C:16]4[CH:21]=[C:20]([Cl:22])[CH:19]=[CH:18][C:17]=4[O:23][CH2:24][C:25]([C:28](O)=[O:29])([CH3:27])[CH3:26])[CH2:14][C:13](=[O:31])[NH:12][CH:11]3[C:32]3[CH:37]=[C:36]([F:38])[CH:35]=[CH:34][C:33]=3[CH3:39])[C:5]2=[CH:4][CH:3]=1.[CH3:41][NH:42][CH3:43].CCN=C=NCCCN(C)C.Cl.C1C=CC2N(O)N=NC=2C=1.CCN(C(C)C)C(C)C, predict the reaction product. The product is: [Cl:1][C:2]1[CH:7]=[C:6]2[NH:8][C:9](=[O:40])[C:10]3([CH:15]([C:16]4[CH:21]=[C:20]([Cl:22])[CH:19]=[CH:18][C:17]=4[O:23][CH2:24][C:25]([C:28](=[O:29])[N:42]([CH3:43])[CH3:41])([CH3:26])[CH3:27])[CH2:14][C:13](=[O:31])[NH:12][CH:11]3[C:32]3[CH:37]=[C:36]([F:38])[CH:35]=[CH:34][C:33]=3[CH3:39])[C:5]2=[CH:4][CH:3]=1. (3) Given the reactants ClO.[CH2:3]([N:6]1[CH2:25][CH2:24][C@:13]23[C:14]4[C:15]5[O:23][C@H:12]2[C:11](=[O:26])[CH2:10][CH2:9][C@@:8]3([O:27][CH2:28][CH2:29][CH2:30][C:31]2[CH:36]=[CH:35][CH:34]=[CH:33][CH:32]=2)[C@H:7]1[CH2:20][C:19]=4[CH:18]=[CH:17][C:16]=5[O:21][CH3:22])C=C.[Cl-].[NH4+], predict the reaction product. The product is: [OH:23][C:15]1[C:14]2[C@:13]34[CH2:24][CH2:25][N:6]([CH3:3])[C@@H:7]([C@:8]3([O:27][CH2:28][CH2:29][CH2:30][C:31]3[CH:32]=[CH:33][CH:34]=[CH:35][CH:36]=3)[CH2:9][CH2:10][C:11](=[O:26])[CH2:12]4)[CH2:20][C:19]=2[CH:18]=[CH:17][C:16]=1[O:21][CH3:22]. (4) Given the reactants [Br:1][CH2:2][C:3]([C:5]1[CH:10]=[CH:9][C:8]([F:11])=[CH:7][CH:6]=1)=[O:4].[NH2:12][C:13]1[O:14][CH:15]=[CH:16][N:17]=1, predict the reaction product. The product is: [BrH:1].[F:11][C:8]1[CH:9]=[CH:10][C:5]([C:3](=[O:4])[CH2:2][N:17]2[CH:16]=[CH:15][O:14][C:13]2=[NH:12])=[CH:6][CH:7]=1.